Dataset: Full USPTO retrosynthesis dataset with 1.9M reactions from patents (1976-2016). Task: Predict the reactants needed to synthesize the given product. (1) Given the product [CH3:28][CH:27]([CH3:29])[CH:26]([C:31]1[CH:36]=[CH:35][CH:34]=[CH:33][CH:32]=1)[CH2:7][C:8]([O:10][CH2:11][CH3:12])=[O:9], predict the reactants needed to synthesize it. The reactants are: C[Si](CC[CH2:7][C:8]([O:10][CH2:11][CH3:12])=[O:9])(C)C.C([N-]C(C)C)(C)C.[Li+].O1CCCC1.[C:26]([C:31]1[CH:36]=[CH:35][CH:34]=[CH:33][CH:32]=1)(=O)[CH:27]([CH3:29])[CH3:28].O.S(=O)(=O)(O)[O-].[Na+]. (2) Given the product [Cl:36][C:19]1[CH:20]=[C:21]([O:34][CH3:35])[C:22]([O:24][CH2:25][CH2:26][N:27]2[CH2:31][CH2:30][C:29]([F:33])([F:32])[CH2:28]2)=[CH:23][C:18]=1[C:9]1[C:10]2[C:15]([C:16]#[N:17])=[CH:14][NH:13][C:11]=2[N:12]=[C:7]([S:6][CH2:5][C:4]([OH:37])=[O:3])[N:8]=1, predict the reactants needed to synthesize it. The reactants are: C([O:3][C:4](=[O:37])[CH2:5][S:6][C:7]1[N:8]=[C:9]([C:18]2[CH:23]=[C:22]([O:24][CH2:25][CH2:26][N:27]3[CH2:31][CH2:30][C:29]([F:33])([F:32])[CH2:28]3)[C:21]([O:34][CH3:35])=[CH:20][C:19]=2[Cl:36])[C:10]2[C:15]([C:16]#[N:17])=[CH:14][NH:13][C:11]=2[N:12]=1)C.[OH-].[K+]. (3) Given the product [Br:1][C:2]1[CH:3]=[C:4]2[C:9](=[CH:10][CH:11]=1)[N:8]([C:12](=[O:17])[C:13]([F:14])([F:16])[F:15])[C@@H:7]([CH3:18])[CH2:6][N:5]2[C:28]([CH:25]1[CH2:27][CH2:26]1)=[O:29], predict the reactants needed to synthesize it. The reactants are: [Br:1][C:2]1[CH:3]=[C:4]2[C:9](=[CH:10][CH:11]=1)[N:8]([C:12](=[O:17])[C:13]([F:16])([F:15])[F:14])[C@@H:7]([CH3:18])[CH2:6][NH:5]2.N1C=CC=CC=1.[CH:25]1([C:28](Cl)=[O:29])[CH2:27][CH2:26]1. (4) Given the product [CH3:22][S:23]([O:9][CH2:8][C:6]1[CH:7]=[C:2]([Br:1])[CH:3]=[C:4]([C:11]([F:12])([F:13])[F:14])[C:5]=1[CH3:10])(=[O:25])=[O:24], predict the reactants needed to synthesize it. The reactants are: [Br:1][C:2]1[CH:3]=[C:4]([C:11]([F:14])([F:13])[F:12])[C:5]([CH3:10])=[C:6]([CH2:8][OH:9])[CH:7]=1.C(N(CC)CC)C.[CH3:22][S:23](Cl)(=[O:25])=[O:24]. (5) Given the product [ClH:25].[C:1]([C:3]1[C:4]([F:17])=[C:5]([CH:6]=[CH:7][CH:8]=1)[NH2:9])#[CH:2], predict the reactants needed to synthesize it. The reactants are: [C:1]([C:3]1[C:4]([F:17])=[C:5]([NH:9]C(=O)OC(C)(C)C)[CH:6]=[CH:7][CH:8]=1)#[CH:2].FC(F)(F)C(O)=O.[Cl:25]CCl. (6) The reactants are: C(N(CC)CC)C.C1C=CC(N([S:15]([C:18]([F:21])([F:20])[F:19])(=[O:17])=[O:16])[S:15]([C:18]([F:21])([F:20])[F:19])(=[O:17])=[O:16])=CC=1.[Br:29][C:30]1[CH:31]=[C:32]([OH:40])[CH:33]=[C:34]2[C:39]=1[CH:38]=[N:37][CH:36]=[CH:35]2. Given the product [F:19][C:18]([F:21])([F:20])[S:15]([O:40][C:32]1[CH:33]=[C:34]2[C:39](=[C:30]([Br:29])[CH:31]=1)[CH:38]=[N:37][CH:36]=[CH:35]2)(=[O:17])=[O:16], predict the reactants needed to synthesize it.